Dataset: Reaction yield outcomes from USPTO patents with 853,638 reactions. Task: Predict the reaction yield, written as a fraction of the theoretical maximum amount of product (1.0 means a 100% yield; for example, 0.34 means a 34% yield). (1) The reactants are [CH:1]1[C:13]2[CH:12]([CH2:14][O:15][C:16]([N:18]3[C@H:22]([C:23]([OH:25])=[O:24])[CH2:21][C@@H:20]4[CH2:26][CH2:27][CH2:28][C@H:19]34)=[O:17])[C:11]3[C:6](=[CH:7][CH:8]=[CH:9][CH:10]=3)[C:5]=2[CH:4]=[CH:3][CH:2]=1.[Cl:29][CH2:30][CH2:31][CH2:32][CH2:33]O.Cl.C(N=C=NCCCN(C)C)C. The yield is 0.450. The product is [N:18]1([C:16]([O:15][CH2:14][CH:12]2[C:13]3[CH:1]=[CH:2][CH:3]=[CH:4][C:5]=3[C:6]3[C:11]2=[CH:10][CH:9]=[CH:8][CH:7]=3)=[O:17])[C@H:22]([C:23]([O:25][CH2:33][CH2:32][CH2:31][CH2:30][Cl:29])=[O:24])[CH2:21][C@@H:20]2[CH2:26][CH2:27][CH2:28][C@H:19]12. The catalyst is C(Cl)Cl. (2) The reactants are [CH:1]([NH:4][C:5]([N:7]1[CH2:12][CH2:11][CH:10]([CH2:13][OH:14])[CH2:9][CH2:8]1)=[O:6])([CH3:3])[CH3:2].C(N(CC)CC)C.[CH3:22][S:23](Cl)(=[O:25])=[O:24].O. The catalyst is ClCCl. The product is [CH3:22][S:23]([O:14][CH2:13][CH:10]1[CH2:11][CH2:12][N:7]([C:5](=[O:6])[NH:4][CH:1]([CH3:3])[CH3:2])[CH2:8][CH2:9]1)(=[O:25])=[O:24]. The yield is 0.780.